This data is from Forward reaction prediction with 1.9M reactions from USPTO patents (1976-2016). The task is: Predict the product of the given reaction. (1) Given the reactants Cl.Cl.[CH2:3]([C:7]1[N:8]=[N:9][C:10]([O:26][CH2:27][CH2:28][C@H:29]2[CH2:34][CH2:33][CH2:32][CH2:31][NH:30]2)=[CH:11][C:12]=1[C:13]1[CH:18]=[CH:17][C:16]([O:19][CH:20]2[CH2:25][CH2:24][CH2:23][CH2:22][CH2:21]2)=[CH:15][CH:14]=1)[CH2:4][CH2:5][CH3:6].C=O.[C:37](O[BH-](OC(=O)C)OC(=O)C)(=O)C, predict the reaction product. The product is: [CH2:3]([C:7]1[N:8]=[N:9][C:10]([O:26][CH2:27][CH2:28][C@H:29]2[CH2:34][CH2:33][CH2:32][CH2:31][N:30]2[CH3:37])=[CH:11][C:12]=1[C:13]1[CH:14]=[CH:15][C:16]([O:19][CH:20]2[CH2:25][CH2:24][CH2:23][CH2:22][CH2:21]2)=[CH:17][CH:18]=1)[CH2:4][CH2:5][CH3:6]. (2) Given the reactants [CH:1]1([NH:4][CH:5]2[CH2:10][CH2:9][N:8]([C:11]3[O:15][N:14]=[C:13]([CH:16]([CH3:18])[CH3:17])[N:12]=3)[CH2:7][CH2:6]2)[CH2:3][CH2:2]1.[N:19]1([C:24]2[CH:32]=[CH:31][C:27]([C:28](O)=[O:29])=[CH:26][CH:25]=2)[CH:23]=[N:22][CH:21]=[N:20]1, predict the reaction product. The product is: [CH:1]1([N:4]([CH:5]2[CH2:10][CH2:9][N:8]([C:11]3[O:15][N:14]=[C:13]([CH:16]([CH3:18])[CH3:17])[N:12]=3)[CH2:7][CH2:6]2)[C:28](=[O:29])[C:27]2[CH:26]=[CH:25][C:24]([N:19]3[CH:23]=[N:22][CH:21]=[N:20]3)=[CH:32][CH:31]=2)[CH2:2][CH2:3]1. (3) Given the reactants [H-].[H-].[H-].[H-].[Li+].[Al+3].[CH2:7]([N:9]([CH2:12][CH2:13][N:14]1[C:22]2[C:17](=[CH:18][CH:19]=[C:20]([CH:23]3[CH2:28][CH2:27][N:26]([C:29](OC(C)(C)C)=O)[CH2:25][CH2:24]3)[CH:21]=2)[CH:16]=[N:15]1)[CH2:10][CH3:11])[CH3:8], predict the reaction product. The product is: [CH2:7]([N:9]([CH2:12][CH2:13][N:14]1[C:22]2[C:17](=[CH:18][CH:19]=[C:20]([CH:23]3[CH2:28][CH2:27][N:26]([CH3:29])[CH2:25][CH2:24]3)[CH:21]=2)[CH:16]=[N:15]1)[CH2:10][CH3:11])[CH3:8]. (4) Given the reactants [CH2:1]([O:8][C:9]1[N:17]=[CH:16][N:15]=[C:14]2[C:10]=1[NH:11][CH:12]=[N:13]2)[C:2]1[CH:7]=[CH:6][CH:5]=[CH:4][CH:3]=1.C(=O)([O-])[O-].[K+].[K+].[CH3:24][O:25][C:26](=[O:29])[CH2:27]Br, predict the reaction product. The product is: [CH3:24][O:25][C:26](=[O:29])[CH2:27][N:13]1[CH:12]=[N:11][C:10]2[C:14]1=[N:15][CH:16]=[N:17][C:9]=2[O:8][CH2:1][C:2]1[CH:7]=[CH:6][CH:5]=[CH:4][CH:3]=1.